Dataset: Forward reaction prediction with 1.9M reactions from USPTO patents (1976-2016). Task: Predict the product of the given reaction. (1) Given the reactants [Br:1][C:2]1[CH:3]=[C:4]([CH:8]=[CH:9][C:10]=1[Cl:11])[C:5](O)=[O:6].C(Cl)(=O)C(Cl)=O.C[N:19](C=O)C.C1(C)C=CC=CC=1, predict the reaction product. The product is: [Br:1][C:2]1[CH:3]=[C:4]([CH:8]=[CH:9][C:10]=1[Cl:11])[C:5]([NH2:19])=[O:6]. (2) Given the reactants [C:1](/[N:3]=[C:4](\SC)/[N:5]([CH3:15])[C:6]1[CH:11]=[C:10]([Cl:12])[C:9]([Cl:13])=[C:8]([Cl:14])[CH:7]=1)#[N:2].[NH2:18][NH2:19], predict the reaction product. The product is: [CH3:15][N:5]([C:6]1[CH:7]=[C:8]([Cl:14])[C:9]([Cl:13])=[C:10]([Cl:12])[CH:11]=1)[C:4]1[N:3]=[C:1]([NH2:2])[NH:19][N:18]=1. (3) Given the reactants [OH:1][C:2]1[CH:3]=[C:4]([CH2:8][CH2:9][C:10](OCC)=[O:11])[CH:5]=[CH:6][CH:7]=1.CC(C[AlH]CC(C)C)C.[C@H](O)(C([O-])=O)[C@@H](O)C([O-])=O.[Na+].[K+], predict the reaction product. The product is: [OH:11][CH2:10][CH2:9][CH2:8][C:4]1[CH:3]=[C:2]([OH:1])[CH:7]=[CH:6][CH:5]=1. (4) Given the reactants FC(F)(F)C(O)=O.[Br:8][C:9]1[C:10](=[O:42])[N:11]([CH2:26][C:27]2[CH:32]=[N:31][C:30]([C:33]([N:35]3[CH2:40][CH2:39][N:38]([CH3:41])[CH2:37][CH2:36]3)=[O:34])=[CH:29][N:28]=2)[C:12]([CH3:25])=[CH:13][C:14]=1[O:15][CH2:16][C:17]1[CH:22]=[CH:21][C:20]([F:23])=[CH:19][C:18]=1[F:24], predict the reaction product. The product is: [Br:8][C:9]1[C:10](=[O:42])[N:11]([CH2:26][C:27]2[CH:32]=[N:31][C:30]([C:33]([N:35]3[CH2:36][CH2:37][N:38]([CH3:41])[CH2:39][CH2:40]3)=[O:34])=[CH:29][N:28]=2)[C:12]([CH3:25])=[CH:13][C:14]=1[O:15][CH2:16][C:17]1[CH:22]=[CH:21][C:20]([F:23])=[CH:19][C:18]=1[F:24]. (5) Given the reactants C([O:5][C:6](=[O:46])[CH2:7][CH2:8][N:9](C(OC(C)(C)C)=O)[CH2:10][C:11](=[O:38])[N:12]1[C:20]2[C:15](=[CH:16][C:17]([O:21][CH2:22][C:23]3[C:24]([C:34]([F:37])([F:36])[F:35])=[N:25][N:26]([CH:28]4[CH2:33][CH2:32][CH2:31][CH2:30][CH2:29]4)[CH:27]=3)=[CH:18][CH:19]=2)[CH2:14][CH2:13]1)(C)(C)C, predict the reaction product. The product is: [O:38]=[C:11]([N:12]1[C:20]2[C:15](=[CH:16][C:17]([O:21][CH2:22][C:23]3[C:24]([C:34]([F:37])([F:36])[F:35])=[N:25][N:26]([CH:28]4[CH2:33][CH2:32][CH2:31][CH2:30][CH2:29]4)[CH:27]=3)=[CH:18][CH:19]=2)[CH2:14][CH2:13]1)[CH2:10][NH:9][CH2:8][CH2:7][C:6]([OH:46])=[O:5]. (6) Given the reactants Cl.Cl.[NH2:3][CH:4]([C:16]1[CH:21]=[CH:20][C:19]([F:22])=[CH:18][CH:17]=1)[C:5]([O:7][C@@H:8]1[CH:13]2[CH2:14][CH2:15][N:10]([CH2:11][CH2:12]2)[CH2:9]1)=[O:6].C(N(CC)CC)C.[C:30]1([S:36](Cl)(=[O:38])=[O:37])[CH:35]=[CH:34][CH:33]=[CH:32][CH:31]=1, predict the reaction product. The product is: [F:22][C:19]1[CH:18]=[CH:17][C:16]([CH:4]([NH:3][S:36]([C:30]2[CH:35]=[CH:34][CH:33]=[CH:32][CH:31]=2)(=[O:38])=[O:37])[C:5]([O:7][C@@H:8]2[CH:13]3[CH2:12][CH2:11][N:10]([CH2:15][CH2:14]3)[CH2:9]2)=[O:6])=[CH:21][CH:20]=1. (7) Given the reactants [F:1][C:2]1[CH:3]=[C:4]([CH:6]=[CH:7][C:8]=1[O:9][C:10]1[CH:15]=[CH:14][N:13]=[C:12]2[CH:16]=[C:17](I)[S:18][C:11]=12)[NH2:5].[N:20]1([CH2:25][C:26]2[CH:31]=[CH:30][C:29](B(O)O)=[CH:28][CH:27]=2)[CH:24]=[CH:23][CH:22]=[N:21]1, predict the reaction product. The product is: [N:20]1([CH2:25][C:26]2[CH:31]=[CH:30][C:29]([C:17]3[S:18][C:11]4[C:12](=[N:13][CH:14]=[CH:15][C:10]=4[O:9][C:8]4[CH:7]=[CH:6][C:4]([NH2:5])=[CH:3][C:2]=4[F:1])[CH:16]=3)=[CH:28][CH:27]=2)[CH:24]=[CH:23][CH:22]=[N:21]1. (8) Given the reactants [F:1][C:2]1[CH:7]=[CH:6][C:5]([NH:8][C:9]([NH:11][C:12]2[CH:17]=[CH:16][C:15]([O:18][C:19]3[CH:24]=[CH:23][N:22]=[C:21]([NH:25][C:26](=[O:31])[CH2:27][CH2:28][CH2:29]Cl)[CH:20]=3)=[CH:14][CH:13]=2)=[O:10])=[CH:4][CH:3]=1.C(=O)([O-])[O-].[K+].[K+].CN(C)C=O.O, predict the reaction product. The product is: [F:1][C:2]1[CH:7]=[CH:6][C:5]([NH:8][C:9]([NH:11][C:12]2[CH:17]=[CH:16][C:15]([O:18][C:19]3[CH:24]=[CH:23][N:22]=[C:21]([N:25]4[CH2:29][CH2:28][CH2:27][C:26]4=[O:31])[CH:20]=3)=[CH:14][CH:13]=2)=[O:10])=[CH:4][CH:3]=1.